Dataset: Full USPTO retrosynthesis dataset with 1.9M reactions from patents (1976-2016). Task: Predict the reactants needed to synthesize the given product. (1) Given the product [Br:14][C:15]1[CH:16]=[CH:17][C:18]([O:6][CH2:5][CH2:4][CH:1]2[CH2:3][CH2:2]2)=[N:19][CH:20]=1, predict the reactants needed to synthesize it. The reactants are: [CH:1]1([CH2:4][CH2:5][OH:6])[CH2:3][CH2:2]1.CN(C=O)C.[H-].[Na+].[Br:14][C:15]1[CH:16]=[CH:17][C:18](F)=[N:19][CH:20]=1. (2) The reactants are: [CH3:1][N:2]1[CH:6]=[C:5]([C:7]2[CH:8]=[N:9][C:10]3[C:15]([N:16]=2)=[CH:14][C:13]([C:17]2[CH:18]=[C:19]([NH2:23])[CH:20]=[N:21][CH:22]=2)=[CH:12][CH:11]=3)[CH:4]=[N:3]1.[N:24]1([S:30](Cl)(=[O:32])=[O:31])[CH2:29][CH2:28][O:27][CH2:26][CH2:25]1. Given the product [CH3:1][N:2]1[CH:6]=[C:5]([C:7]2[CH:8]=[N:9][C:10]3[C:15]([N:16]=2)=[CH:14][C:13]([C:17]2[CH:18]=[C:19]([NH:23][S:30]([N:24]4[CH2:29][CH2:28][O:27][CH2:26][CH2:25]4)(=[O:32])=[O:31])[CH:20]=[N:21][CH:22]=2)=[CH:12][CH:11]=3)[CH:4]=[N:3]1, predict the reactants needed to synthesize it. (3) Given the product [C:1]([O:5][C:6]([C@@H:8]1[CH2:12][CH2:11][CH:10]([CH2:13][CH2:14][Se:32][C:27]2[CH:28]=[CH:29][CH:30]=[CH:31][C:26]=2[N+:23]([O-:25])=[O:24])[N:9]1[C:16]([O:18][C:19]([CH3:22])([CH3:20])[CH3:21])=[O:17])=[O:7])([CH3:3])([CH3:2])[CH3:4], predict the reactants needed to synthesize it. The reactants are: [C:1]([O:5][C:6]([C@@H:8]1[CH2:12][CH2:11][CH:10]([CH2:13][CH2:14]O)[N:9]1[C:16]([O:18][C:19]([CH3:22])([CH3:21])[CH3:20])=[O:17])=[O:7])([CH3:4])([CH3:3])[CH3:2].[N+:23]([C:26]1[CH:31]=[CH:30][CH:29]=[CH:28][C:27]=1[Se:32]C#N)([O-:25])=[O:24].C(P(CCCC)CCCC)CCC. (4) Given the product [C:7]1([C:1]2[CH:6]=[CH:5][CH:4]=[CH:3][CH:2]=2)[CH:14]=[CH:13][CH:12]=[CH:11][C:8]=1[CH2:9][N:15]1[CH2:20][CH2:19][NH:18][CH2:17][CH2:16]1, predict the reactants needed to synthesize it. The reactants are: [C:1]1([C:7]2[CH:14]=[CH:13][CH:12]=[CH:11][C:8]=2[CH2:9]Br)[CH:6]=[CH:5][CH:4]=[CH:3][CH:2]=1.[NH:15]1[CH2:20][CH2:19][NH:18][CH2:17][CH2:16]1. (5) Given the product [C:1]1([C:7]2([C:26]3[CH:31]=[CH:30][C:29]([B:44]([OH:47])[OH:45])=[CH:28][CH:27]=3)[C:19]3[CH:18]=[CH:17][CH:16]=[CH:15][C:14]=3[C:13]3[C:8]2=[CH:9][CH:10]=[CH:11][CH:12]=3)[CH:6]=[CH:5][CH:4]=[CH:3][CH:2]=1, predict the reactants needed to synthesize it. The reactants are: [C:1]1([C:7]2([C:26]3[CH:31]=[CH:30][C:29](Br)=[CH:28][CH:27]=3)[C:19]3[C:18](C4C=CC=CC=4)=[CH:17][CH:16]=[CH:15][C:14]=3[C:13]3[C:8]2=[CH:9][CH:10]=[CH:11][CH:12]=3)[CH:6]=[CH:5][CH:4]=[CH:3][CH:2]=1.CCCCCC.C([Li])CCC.[B:44](OC)([O:47]C)[O:45]C.Cl. (6) Given the product [O:1]=[S:2]1(=[O:28])[C:7]2[CH:8]=[CH:9][CH:10]=[CH:11][C:6]=2[NH:5][C:4]([C:12]2[C:17](=[O:18])[N:16]([NH:19][CH2:14][CH:13]=[C:12]([CH3:17])[CH3:4])[C:15]3[CH:24]=[CH:25][S:26][C:14]=3[C:13]=2[OH:27])=[N:3]1, predict the reactants needed to synthesize it. The reactants are: [O:1]=[S:2]1(=[O:28])[C:7]2[CH:8]=[CH:9][CH:10]=[CH:11][C:6]=2[NH:5][C:4]([C:12]2[C:17](=[O:18])[N:16]([N:19]=CC(C)C)[C:15]3[CH:24]=[CH:25][S:26][C:14]=3[C:13]=2[OH:27])=[N:3]1.CO.[BH4-].[Li+].Cl.